From a dataset of Catalyst prediction with 721,799 reactions and 888 catalyst types from USPTO. Predict which catalyst facilitates the given reaction. (1) Reactant: [C:1]([C:4]1[C:9]([O:10][CH3:11])=[CH:8][C:7]([O:12][CH3:13])=[CH:6][C:5]=1[O:14][CH3:15])([CH3:3])=[CH2:2].[H][H]. Product: [CH:1]([C:4]1[C:5]([O:14][CH3:15])=[CH:6][C:7]([O:12][CH3:13])=[CH:8][C:9]=1[O:10][CH3:11])([CH3:3])[CH3:2]. The catalyst class is: 849. (2) Reactant: [NH2:1][CH:2]([CH2:7][C:8]1[CH:13]=[CH:12][CH:11]=[CH:10][CH:9]=1)[CH2:3][C:4]([OH:6])=[O:5].O.[OH-].[Na+].[C:17]([O:21][C:22](O[C:22]([O:21][C:17]([CH3:20])([CH3:19])[CH3:18])=[O:23])=[O:23])([CH3:20])([CH3:19])[CH3:18]. Product: [C:17]([O:21][C:22]([NH:1][CH:2]([CH2:7][C:8]1[CH:13]=[CH:12][CH:11]=[CH:10][CH:9]=1)[CH2:3][C:4]([OH:6])=[O:5])=[O:23])([CH3:20])([CH3:19])[CH3:18]. The catalyst class is: 12. (3) Reactant: I[CH:2]1[CH2:6][CH2:5][O:4][C:3]1=[O:7].[CH2:8]([OH:12])[CH2:9][CH:10]=[CH2:11].C(B(CC)CC)C.CCO.C([O-])(O)=O.[Na+].[PH2](O)=O.N(C(C)(C)C#N)=NC(C)(C)C#N.Cl. Product: [OH:12][CH2:8][CH2:9][CH2:10][CH2:11][CH:2]1[CH2:6][CH2:5][O:4][C:3]1=[O:7]. The catalyst class is: 6. (4) Reactant: C([O:3][C:4]([C:6]1[C:7]2[S:15][CH:14]=[C:13]([CH2:16][O:17][C:18]3[CH:23]=[C:22]([O:24][CH2:25][C:26]4[CH:31]=[CH:30][C:29]([Cl:32])=[CH:28][CH:27]=4)[CH:21]=[CH:20][C:19]=3[Cl:33])[C:8]=2[C:9]([NH2:12])=[N:10][CH:11]=1)=O)C.[CH2:34]([CH2:36][NH2:37])[OH:35]. Product: [OH:35][CH2:34][CH2:36][NH:37][C:4]([C:6]1[C:7]2[S:15][CH:14]=[C:13]([CH2:16][O:17][C:18]3[CH:23]=[C:22]([O:24][CH2:25][C:26]4[CH:27]=[CH:28][C:29]([Cl:32])=[CH:30][CH:31]=4)[CH:21]=[CH:20][C:19]=3[Cl:33])[C:8]=2[C:9]([NH2:12])=[N:10][CH:11]=1)=[O:3]. The catalyst class is: 16. (5) Reactant: [NH2:1][CH2:2][C@@H:3]1[O:7][C:6](=[O:8])[N:5]([C:9]2[CH:14]=[CH:13][C:12]([S:15]([CH3:17])=[O:16])=[C:11]([F:18])[CH:10]=2)[CH2:4]1.[C:19](SCC)(=[S:21])[CH3:20]. Product: [C:19]([NH:1][CH2:2][C@@H:3]1[O:7][C:6](=[O:8])[N:5]([C:9]2[CH:14]=[CH:13][C:12]([S:15]([CH3:17])=[O:16])=[C:11]([F:18])[CH:10]=2)[CH2:4]1)(=[S:21])[CH3:20]. The catalyst class is: 3. (6) Product: [CH2:1]([C@H:8]1[N:13]([C:14]([C:16]2[N:17]=[CH:18][N:19]([C@H:27]3[CH2:32][CH2:31][CH2:30][CH2:29][C:28]3([CH2:43][C:44]([O:46][CH2:47][CH3:48])=[O:45])[OH:33])[C:20]=2[C:21]2[CH:26]=[CH:25][CH:24]=[CH:23][CH:22]=2)=[O:15])[CH2:12][CH2:11][N:10]([C:34]([O:36][C:37]([CH3:40])([CH3:39])[CH3:38])=[O:35])[CH2:9]1)[C:2]1[CH:7]=[CH:6][CH:5]=[CH:4][CH:3]=1. The catalyst class is: 1. Reactant: [CH2:1]([C@H:8]1[N:13]([C:14]([C:16]2[N:17]=[CH:18][N:19]([C@H:27]3[CH2:32][CH2:31][CH2:30][CH2:29][C:28]3=[O:33])[C:20]=2[C:21]2[CH:26]=[CH:25][CH:24]=[CH:23][CH:22]=2)=[O:15])[CH2:12][CH2:11][N:10]([C:34]([O:36][C:37]([CH3:40])([CH3:39])[CH3:38])=[O:35])[CH2:9]1)[C:2]1[CH:7]=[CH:6][CH:5]=[CH:4][CH:3]=1.Br[Zn][CH2:43][C:44]([O:46][CH2:47][CH3:48])=[O:45].O. (7) Product: [C:23]([C:20]1[CH:21]=[CH:22][C:17]([CH2:16][C:5]([CH2:4][CH2:3][C:2]([F:1])=[C:10]([F:11])[F:12])([C:6]#[N:7])[C:8]#[N:9])=[CH:18][CH:19]=1)#[N:24]. The catalyst class is: 9. Reactant: [F:1][C:2](=[C:10]([F:12])[F:11])[CH2:3][CH2:4][CH:5]([C:8]#[N:9])[C:6]#[N:7].[H-].[Na+].Br[CH2:16][C:17]1[CH:22]=[CH:21][C:20]([C:23]#[N:24])=[CH:19][CH:18]=1.